Predict which catalyst facilitates the given reaction. From a dataset of Catalyst prediction with 721,799 reactions and 888 catalyst types from USPTO. (1) Reactant: S(=O)(=O)(O)[O-].[K+].[C:7]([O:11][C:12]([NH:14][C@H:15]([C:19]1[CH:24]=[CH:23][C:22]([Cl:25])=[CH:21][CH:20]=1)[C:16]([O-:18])=[O:17])=[O:13])([CH3:10])([CH3:9])[CH3:8].[CH:26]1([NH2+]C2CCCCC2)CCCCC1.C[Si](C=[N+]=[N-])(C)C. Product: [CH3:26][O:17][C:16](=[O:18])[C@H:15]([NH:14][C:12]([O:11][C:7]([CH3:10])([CH3:8])[CH3:9])=[O:13])[C:19]1[CH:24]=[CH:23][C:22]([Cl:25])=[CH:21][CH:20]=1. The catalyst class is: 28. (2) Reactant: [NH2:1][C@H:2]1[CH2:7][CH2:6][C@H:5]([NH:8][C:9]2[CH:17]=[CH:16][C:12]([C:13]([NH2:15])=[O:14])=[C:11]([O:18][CH3:19])[N:10]=2)[CH2:4][CH2:3]1.C(N(CC)CC)C.[CH3:27][S:28](Cl)(=[O:30])=[O:29].CO. Product: [CH3:27][S:28]([NH:1][C@H:2]1[CH2:3][CH2:4][C@H:5]([NH:8][C:9]2[CH:17]=[CH:16][C:12]([C:13]([NH2:15])=[O:14])=[C:11]([O:18][CH3:19])[N:10]=2)[CH2:6][CH2:7]1)(=[O:30])=[O:29]. The catalyst class is: 4. (3) Reactant: [F:1][C:2]1[CH:3]=[CH:4][C:5]([N:8]2[CH:12]=[CH:11][C:10](/[CH:13]=[C:14](/[N+:16]([O-])=O)\[CH3:15])=[N:9]2)=[N:6][CH:7]=1.[O-]S([O-])(=O)=O.[Na+].[Na+]. Product: [F:1][C:2]1[CH:3]=[CH:4][C:5]([N:8]2[CH:12]=[CH:11][C:10]([CH2:13][CH:14]([NH2:16])[CH3:15])=[N:9]2)=[N:6][CH:7]=1. The catalyst class is: 1. (4) Reactant: [BH4-].[Na+].[Cl:3][C:4]1[C:9]([F:10])=[CH:8][CH:7]=[C:6]([Cl:11])[C:5]=1[C:12](=[O:14])[CH3:13].Cl. Product: [Cl:3][C:4]1[C:9]([F:10])=[CH:8][CH:7]=[C:6]([Cl:11])[C:5]=1[CH:12]([OH:14])[CH3:13]. The catalyst class is: 5. (5) Reactant: [H-].[Na+].Cl[CH2:4][CH2:5][S:6](Cl)(=[O:8])=[O:7].[CH3:10][C:11]1[CH:16]=[C:15]([C:17]2[C:18]([NH2:23])=[N:19][CH:20]=[CH:21][CH:22]=2)[CH:14]=[CH:13][C:12]=1[C:24]1[CH:29]=[CH:28][CH:27]=[CH:26][CH:25]=1. Product: [CH3:10][C:11]1[CH:16]=[C:15]([C:17]2[C:18]3=[N:23][S:6](=[O:8])(=[O:7])[CH2:5][CH2:4][N:19]3[CH:20]=[CH:21][CH:22]=2)[CH:14]=[CH:13][C:12]=1[C:24]1[CH:29]=[CH:28][CH:27]=[CH:26][CH:25]=1. The catalyst class is: 1. (6) Reactant: [Br:1][C:2]1[CH:3]=[N:4][C:5]2[N:6]([N:8]=[CH:9][C:10]=2[C:11]([OH:13])=O)[CH:7]=1.CN(C(ON1N=NC2C=CC=NC1=2)=[N+](C)C)C.F[P-](F)(F)(F)(F)F.[CH3:38][C@@H:39]1[NH:44][CH2:43][CH2:42][N:41]([S:45]([C:48]2[CH:53]=[CH:52][C:51]([C:54]([F:57])([F:56])[F:55])=[CH:50][CH:49]=2)(=[O:47])=[O:46])[CH2:40]1.C(N(CC)C(C)C)(C)C. Product: [Br:1][C:2]1[CH:3]=[N:4][C:5]2[N:6]([N:8]=[CH:9][C:10]=2[C:11]([N:44]2[CH2:43][CH2:42][N:41]([S:45]([C:48]3[CH:49]=[CH:50][C:51]([C:54]([F:57])([F:55])[F:56])=[CH:52][CH:53]=3)(=[O:46])=[O:47])[CH2:40][C@@H:39]2[CH3:38])=[O:13])[CH:7]=1. The catalyst class is: 9.